From a dataset of Catalyst prediction with 721,799 reactions and 888 catalyst types from USPTO. Predict which catalyst facilitates the given reaction. Reactant: [CH:1]1([NH2:7])[CH2:6][CH2:5][CH2:4][CH2:3][CH2:2]1.[Cl:8][CH2:9][CH2:10][CH2:11][CH2:12][C:13](Cl)=[O:14]. Product: [CH:1]1([NH:7][C:13](=[O:14])[CH2:12][CH2:11][CH2:10][CH2:9][Cl:8])[CH2:6][CH2:5][CH2:4][CH2:3][CH2:2]1. The catalyst class is: 4.